The task is: Regression. Given two drug SMILES strings and cell line genomic features, predict the synergy score measuring deviation from expected non-interaction effect.. This data is from NCI-60 drug combinations with 297,098 pairs across 59 cell lines. (1) Drug 1: C1C(C(OC1N2C=NC3=C(N=C(N=C32)Cl)N)CO)O. Drug 2: C(=O)(N)NO. Cell line: UO-31. Synergy scores: CSS=24.1, Synergy_ZIP=-0.215, Synergy_Bliss=1.31, Synergy_Loewe=-25.9, Synergy_HSA=-0.536. (2) Drug 1: CC1=C2C(C(=O)C3(C(CC4C(C3C(C(C2(C)C)(CC1OC(=O)C(C(C5=CC=CC=C5)NC(=O)OC(C)(C)C)O)O)OC(=O)C6=CC=CC=C6)(CO4)OC(=O)C)O)C)O. Drug 2: C(=O)(N)NO. Cell line: SNB-75. Synergy scores: CSS=2.20, Synergy_ZIP=-0.546, Synergy_Bliss=1.31, Synergy_Loewe=0.262, Synergy_HSA=0.618. (3) Drug 1: CC1=CC2C(CCC3(C2CCC3(C(=O)C)OC(=O)C)C)C4(C1=CC(=O)CC4)C. Synergy scores: CSS=18.6, Synergy_ZIP=-3.41, Synergy_Bliss=3.79, Synergy_Loewe=-37.4, Synergy_HSA=1.61. Cell line: BT-549. Drug 2: C1C(C(OC1N2C=NC3=C(N=C(N=C32)Cl)N)CO)O. (4) Drug 1: CS(=O)(=O)C1=CC(=C(C=C1)C(=O)NC2=CC(=C(C=C2)Cl)C3=CC=CC=N3)Cl. Drug 2: CCC1=C2CN3C(=CC4=C(C3=O)COC(=O)C4(CC)O)C2=NC5=C1C=C(C=C5)O. Cell line: SF-268. Synergy scores: CSS=44.0, Synergy_ZIP=4.05, Synergy_Bliss=5.89, Synergy_Loewe=-28.2, Synergy_HSA=3.40.